From a dataset of Full USPTO retrosynthesis dataset with 1.9M reactions from patents (1976-2016). Predict the reactants needed to synthesize the given product. (1) The reactants are: [NH2:1][C:2]1[N:3]=[C:4]([NH:18][C:19]2[CH:24]=[CH:23][CH:22]=[CH:21][CH:20]=2)[S:5][C:6]=1[C:7]([C:9]1[CH:14]=[CH:13][CH:12]=[C:11]([N+:15]([O-])=O)[CH:10]=1)=[O:8]. Given the product [NH2:15][C:11]1[CH:10]=[C:9]([C:7]([C:6]2[S:5][C:4]([NH:18][C:19]3[CH:20]=[CH:21][CH:22]=[CH:23][CH:24]=3)=[N:3][C:2]=2[NH2:1])=[O:8])[CH:14]=[CH:13][CH:12]=1, predict the reactants needed to synthesize it. (2) Given the product [CH:28]1([CH2:27][N:22]2[C@H:21]([CH3:25])[CH2:20][N:16]3[C:17]4[CH:18]=[CH:19][C:11]([O:10][CH:7]5[CH2:8][CH2:9][N:4]([CH:1]([CH3:3])[CH3:2])[CH2:5][CH2:6]5)=[CH:12][C:13]=4[CH:14]=[C:15]3[C:23]2=[O:24])[CH2:30][CH2:29]1, predict the reactants needed to synthesize it. The reactants are: [CH:1]([N:4]1[CH2:9][CH2:8][CH:7]([O:10][C:11]2[CH:19]=[CH:18][C:17]3[N:16]4[CH2:20][C@@H:21]([CH3:25])[NH:22][C:23](=[O:24])[C:15]4=[CH:14][C:13]=3[CH:12]=2)[CH2:6][CH2:5]1)([CH3:3])[CH3:2].Br[CH2:27][CH:28]1[CH2:30][CH2:29]1.[H-].[Na+]. (3) Given the product [F:35][C:29]1[CH:30]=[CH:31][CH:32]=[C:33]([F:34])[C:28]=1[S:25]([NH:24][C:20]1[CH:21]=[CH:22][CH:23]=[C:18]([C:9]2[N:10]=[C:11]([C:13]([CH3:17])([CH3:16])[CH2:14][OH:15])[S:12][C:8]=2[C:6]2[CH:5]=[CH:4][N:3]=[C:2]([CH3:37])[N:7]=2)[C:19]=1[F:36])(=[O:27])=[O:26], predict the reactants needed to synthesize it. The reactants are: Cl[C:2]1[N:7]=[C:6]([C:8]2[S:12][C:11]([C:13]([CH3:17])([CH3:16])[CH2:14][OH:15])=[N:10][C:9]=2[C:18]2[C:19]([F:36])=[C:20]([NH:24][S:25]([C:28]3[C:33]([F:34])=[CH:32][CH:31]=[CH:30][C:29]=3[F:35])(=[O:27])=[O:26])[CH:21]=[CH:22][CH:23]=2)[CH:5]=[CH:4][N:3]=1.[CH3:37][Zn]C.